From a dataset of Full USPTO retrosynthesis dataset with 1.9M reactions from patents (1976-2016). Predict the reactants needed to synthesize the given product. (1) Given the product [Br:26][C:8]1[C:7]2[CH:9]=[C:10]([C:13]([O:15][CH3:16])=[O:14])[CH:11]=[CH:12][C:6]=2[S:5][C:4]=1[CH2:3][O:2][CH3:1], predict the reactants needed to synthesize it. The reactants are: [CH3:1][O:2][CH2:3][C:4]1[S:5][C:6]2[CH:12]=[CH:11][C:10]([C:13]([O:15][CH3:16])=[O:14])=[CH:9][C:7]=2[CH:8]=1.C([O-])(=O)C.[Na+].C(Cl)(Cl)Cl.[Br:26]Br. (2) Given the product [N:30]1([CH2:2][CH2:3][CH2:4][O:5][C:6]2[CH:15]=[C:14]3[C:9]([C:10]([O:16][C:17]4[CH:22]=[C:21]([CH3:23])[C:20]([CH3:24])=[CH:19][C:18]=4[C:25](=[O:27])[CH3:26])=[CH:11][CH:12]=[N:13]3)=[CH:8][C:7]=2[O:28][CH3:29])[CH:34]=[CH:33][N:32]=[CH:31]1, predict the reactants needed to synthesize it. The reactants are: Cl[CH2:2][CH2:3][CH2:4][O:5][C:6]1[CH:15]=[C:14]2[C:9]([C:10]([O:16][C:17]3[CH:22]=[C:21]([CH3:23])[C:20]([CH3:24])=[CH:19][C:18]=3[C:25](=[O:27])[CH3:26])=[CH:11][CH:12]=[N:13]2)=[CH:8][C:7]=1[O:28][CH3:29].[NH:30]1[CH:34]=[CH:33][N:32]=[CH:31]1.C(=O)([O-])[O-].[K+].[K+].O. (3) Given the product [CH:21]1([NH:26][C:16]2[CH:15]=[C:14]([N:11]3[CH2:12][CH2:13][N:8]([C:6]([O:5][C:1]([CH3:4])([CH3:3])[CH3:2])=[O:7])[CH2:9][CH2:10]3)[CH:19]=[CH:18][N:17]=2)[CH2:25][CH2:24][CH2:23][CH2:22]1, predict the reactants needed to synthesize it. The reactants are: [C:1]([O:5][C:6]([N:8]1[CH2:13][CH2:12][N:11]([C:14]2[CH:19]=[CH:18][N:17]=[C:16](Cl)[CH:15]=2)[CH2:10][CH2:9]1)=[O:7])([CH3:4])([CH3:3])[CH3:2].[CH:21]1([NH2:26])[CH2:25][CH2:24][CH2:23][CH2:22]1.CC(C)([O-])C.[Na+].C1C=CC(P(C2C(C3C(P(C4C=CC=CC=4)C4C=CC=CC=4)=CC=C4C=3C=CC=C4)=C3C(C=CC=C3)=CC=2)C2C=CC=CC=2)=CC=1.